Dataset: Forward reaction prediction with 1.9M reactions from USPTO patents (1976-2016). Task: Predict the product of the given reaction. Given the reactants C([O:8][C:9]1[C:14]2[NH:15][C:16](=[O:19])[CH2:17][O:18][C:13]=2[C:12]([C:20](=[O:24])[CH:21](O)O)=[CH:11][CH:10]=1)C1C=CC=CC=1.[F:25][C:26]1[CH:36]=[CH:35][CH:34]=[C:33]([F:37])[C:27]=1[CH2:28][C:29]1([NH2:32])[CH2:31][CH2:30]1.FC(F)(F)C([O-])=O, predict the reaction product. The product is: [F:25][C:26]1[CH:36]=[CH:35][CH:34]=[C:33]([F:37])[C:27]=1[CH2:28][C:29]1([NH:32][CH2:21][CH:20]([C:12]2[C:13]3[O:18][CH2:17][C:16](=[O:19])[NH:15][C:14]=3[C:9]([OH:8])=[CH:10][CH:11]=2)[OH:24])[CH2:30][CH2:31]1.